This data is from Forward reaction prediction with 1.9M reactions from USPTO patents (1976-2016). The task is: Predict the product of the given reaction. (1) Given the reactants [OH:1][CH2:2][CH2:3][NH:4][C:5]1[CH:13]=[CH:12][CH:11]=[CH:10][C:6]=1[C:7]([NH2:9])=[O:8].[CH2:14](Br)[C:15]1[CH:20]=[CH:19][CH:18]=[CH:17][CH:16]=1.C(=O)([O-])[O-].[K+].[K+].[I-].[K+], predict the reaction product. The product is: [CH2:14]([N:4]([CH2:3][CH2:2][OH:1])[C:5]1[CH:13]=[CH:12][CH:11]=[CH:10][C:6]=1[C:7]([NH2:9])=[O:8])[C:15]1[CH:20]=[CH:19][CH:18]=[CH:17][CH:16]=1. (2) Given the reactants [C:1](O)(=[O:23])[CH2:2][CH2:3]/[CH:4]=[CH:5]\C/C=C\C/C=C\C/C=C\C/C=C\C/C=C\CC.CN(C([O:32]N1N=NC2C=CC=NC1=2)=[N+](C)C)C.F[P-](F)(F)(F)(F)F.CCN(C(C)C)C(C)C.[CH3:58][C:59]#[N:60], predict the reaction product. The product is: [OH:23][C:1]1[CH:2]=[CH:3][CH:4]=[CH:5][C:58]=1[C:59]([NH2:60])=[O:32]. (3) Given the reactants C(O[C:6]([N:8]1[CH2:12][C:11](=[N:13][O:14][CH3:15])[CH2:10][C@H:9]1[C:16]([OH:18])=O)=[O:7])(C)(C)C.[CH3:19][C:20]1[CH:25]=[CH:24][CH:23]=[CH:22][C:21]=1[C:26]1[CH:31]=[CH:30][C:29](C(O)=O)=[CH:28][CH:27]=1.[NH2:35][CH2:36][CH2:37][CH2:38][OH:39], predict the reaction product. The product is: [OH:39][CH2:38][CH2:37][CH2:36][NH:35][C:16]([C@@H:9]1[CH2:10][C:11](=[N:13][O:14][CH3:15])[CH2:12][N:8]1[C:6]([C:29]1[CH:28]=[CH:27][C:26]([C:21]2[CH:22]=[CH:23][CH:24]=[CH:25][C:20]=2[CH3:19])=[CH:31][CH:30]=1)=[O:7])=[O:18]. (4) Given the reactants Cl[C:2]1[CH:7]=[CH:6][C:5]([CH2:8][S:9][CH:10]2[CH2:14][CH2:13][CH2:12][CH2:11]2)=[CH:4][N:3]=1.[Cu][C:16]#[N:17].[NH4+].[OH-].CCCCCC.CCOC(C)=O, predict the reaction product. The product is: [CH:10]1([S:9][CH2:8][C:5]2[CH:6]=[CH:7][C:2]([C:16]#[N:17])=[N:3][CH:4]=2)[CH2:14][CH2:13][CH2:12][CH2:11]1. (5) Given the reactants [Cl:1][C:2]1[C:10](I)=[C:5]2[CH:6]=[CH:7][CH:8]=[CH:9][N:4]2[N:3]=1.[C:12]1(B(O)O)[CH:17]=[CH:16][CH:15]=[CH:14][CH:13]=1.C(=O)([O-])[O-].[Cs+].[Cs+].C1(P(C2C=CC=CC=2)C2C=CC=CC=2)C=CC=CC=1, predict the reaction product. The product is: [Cl:1][C:2]1[C:10]([C:12]2[CH:17]=[CH:16][CH:15]=[CH:14][CH:13]=2)=[C:5]2[CH:6]=[CH:7][CH:8]=[CH:9][N:4]2[N:3]=1. (6) Given the reactants [F:1][C:2]1[CH:8]=[CH:7][C:5]([NH2:6])=[C:4]([N+:9]([O-:11])=[O:10])[CH:3]=1.[Br:12][C:13]1[CH:14]=[CH:15][C:16]([O:23][CH3:24])=[C:17]([S:19](Cl)(=[O:21])=[O:20])[CH:18]=1, predict the reaction product. The product is: [Br:12][C:13]1[CH:14]=[CH:15][C:16]([O:23][CH3:24])=[C:17]([S:19]([NH:6][C:5]2[CH:7]=[CH:8][C:2]([F:1])=[CH:3][C:4]=2[N+:9]([O-:11])=[O:10])(=[O:20])=[O:21])[CH:18]=1.